From a dataset of Forward reaction prediction with 1.9M reactions from USPTO patents (1976-2016). Predict the product of the given reaction. (1) Given the reactants O=C[C@@H]([C@H]([C@@H]([C@@H](CO)O)O)O)O.C1C=[N+]([C@@H]2O[C@H](COP(OP(OC[C@H]3O[C@@H](N4C5N=CN=C(N)C=5N=C4)[C@H](OP(O)(O)=O)[C@@H]3O)(O)=O)(O)=O)[C@@H](O)[C@H]2O)C=C(C(N)=O)C=1.[Cl:61][CH2:62][C:63](=[O:80])[C@@H:64]([NH:72][C:73]([O:75][C:76]([CH3:79])([CH3:78])[CH3:77])=[O:74])[CH2:65][C:66]1[CH:71]=[CH:70][CH:69]=[CH:68][CH:67]=1.[OH-].[Na+], predict the reaction product. The product is: [Cl:61][CH2:62][C@H:63]([OH:80])[C@@H:64]([NH:72][C:73]([O:75][C:76]([CH3:78])([CH3:77])[CH3:79])=[O:74])[CH2:65][C:66]1[CH:71]=[CH:70][CH:69]=[CH:68][CH:67]=1. (2) The product is: [CH2:1]([N:8]1[CH:12]=[C:11]([CH2:13][C@H:14]([NH:25][C:26]([O:28][CH3:29])=[O:27])[C:15]([O:17][CH2:18][C:19]2[CH:24]=[CH:23][CH:22]=[CH:21][CH:20]=2)=[O:16])[N:10]=[N:9]1)[C:2]1[CH:7]=[CH:6][CH:5]=[CH:4][CH:3]=1. Given the reactants [CH2:1]([N:8]1[CH:12]=[C:11]([CH2:13][C@H:14]([NH:25][C:26]([O:28][C:29](C)(C)C)=[O:27])[C:15]([O:17][CH2:18][C:19]2[CH:24]=[CH:23][CH:22]=[CH:21][CH:20]=2)=[O:16])[N:10]=[N:9]1)[C:2]1[CH:7]=[CH:6][CH:5]=[CH:4][CH:3]=1.C(O)(C(F)(F)F)=O.C([O-])(O)=O.[Na+].Cl, predict the reaction product. (3) Given the reactants [CH2:1]([N:8]1[CH2:13][CH2:12][N:11]([C:14]([C:16]2[CH:20]=[C:19]([CH3:21])[N:18]([C:22]3[CH:27]=[CH:26][CH:25]=[CH:24][CH:23]=3)[C:17]=2[C:28]2[CH:33]=[CH:32][CH:31]=[CH:30][CH:29]=2)=[O:15])[CH:10]([CH2:34][CH2:35][N:36]([CH:46]([CH3:48])[CH3:47])[C:37](=[O:45])[CH2:38][CH2:39][C:40]([O:42]CC)=[O:41])[CH2:9]1)[C:2]1[CH:7]=[CH:6][CH:5]=[CH:4][CH:3]=1.[OH-].[Li+].Cl.[Cl-].[Na+], predict the reaction product. The product is: [CH2:1]([N:8]1[CH2:13][CH2:12][N:11]([C:14]([C:16]2[CH:20]=[C:19]([CH3:21])[N:18]([C:22]3[CH:27]=[CH:26][CH:25]=[CH:24][CH:23]=3)[C:17]=2[C:28]2[CH:33]=[CH:32][CH:31]=[CH:30][CH:29]=2)=[O:15])[CH:10]([CH2:34][CH2:35][N:36]([CH:46]([CH3:48])[CH3:47])[C:37](=[O:45])[CH2:38][CH2:39][C:40]([OH:42])=[O:41])[CH2:9]1)[C:2]1[CH:7]=[CH:6][CH:5]=[CH:4][CH:3]=1. (4) Given the reactants [N:1]1[CH:6]=[CH:5][CH:4]=[CH:3][C:2]=1[CH2:7][CH2:8][N:9]1[CH2:14][CH2:13][N:12]([C:15]([O:17][C:18]([CH3:21])([CH3:20])[CH3:19])=[O:16])[CH2:11][CH2:10]1.C([Li])CCC.[C:27]1(=[O:33])[CH2:32][CH2:31][CH2:30][CH2:29][CH2:28]1, predict the reaction product. The product is: [OH:33][C:27]1([CH:7]([C:2]2[CH:3]=[CH:4][CH:5]=[CH:6][N:1]=2)[CH2:8][N:9]2[CH2:10][CH2:11][N:12]([C:15]([O:17][C:18]([CH3:21])([CH3:20])[CH3:19])=[O:16])[CH2:13][CH2:14]2)[CH2:32][CH2:31][CH2:30][CH2:29][CH2:28]1. (5) Given the reactants [NH2:1][C:2]1[N:7]=[C:6]([N:8]([CH2:15][CH2:16][O:17][CH3:18])[C:9]2[CH:14]=[CH:13][CH:12]=[CH:11][CH:10]=2)[N:5]=[C:4]([C:19]2[N:23]=[C:22]([C:24]3[CH:25]=[CH:26][C:27]([C:30](OC)=[O:31])=[N:28][CH:29]=3)[O:21][N:20]=2)[N:3]=1.[BH4-].[Na+], predict the reaction product. The product is: [NH2:1][C:2]1[N:7]=[C:6]([N:8]([CH2:15][CH2:16][O:17][CH3:18])[C:9]2[CH:14]=[CH:13][CH:12]=[CH:11][CH:10]=2)[N:5]=[C:4]([C:19]2[N:23]=[C:22]([C:24]3[CH:25]=[CH:26][C:27]([CH2:30][OH:31])=[N:28][CH:29]=3)[O:21][N:20]=2)[N:3]=1. (6) Given the reactants [C:1](O[C:1](=[O:4])[CH2:2][CH3:3])(=[O:4])[CH2:2][CH3:3].[NH2:10][CH2:11][C@H:12]1[O:16][C:15](=[O:17])[N:14]([C:18]2[CH:19]=[C:20]3[C:24](=[C:25]([F:27])[CH:26]=2)[N:23]([CH:28]([CH3:30])[CH3:29])[C:22](=[O:31])[CH2:21]3)[CH2:13]1.C(N(CC)C(C)C)(C)C, predict the reaction product. The product is: [F:27][C:25]1[CH:26]=[C:18]([N:14]2[CH2:13][C@H:12]([CH2:11][NH:10][C:1](=[O:4])[CH2:2][CH3:3])[O:16][C:15]2=[O:17])[CH:19]=[C:20]2[C:24]=1[N:23]([CH:28]([CH3:29])[CH3:30])[C:22](=[O:31])[CH2:21]2. (7) Given the reactants [CH3:1][C:2]1[CH:3]=[C:4]([CH:8]=[CH:9][N:10]=1)[C:5]([OH:7])=O.O=S(Cl)Cl.CN(C=O)C.[NH2:20][C:21]1[CH:29]=[C:28]2[C:24]([C:25]([CH3:32])([CH3:31])[C:26](=[O:30])[NH:27]2)=[CH:23][CH:22]=1.CCN(C(C)C)C(C)C, predict the reaction product. The product is: [CH3:31][C:25]1([CH3:32])[C:24]2[C:28](=[CH:29][C:21]([NH:20][C:5](=[O:7])[C:4]3[CH:8]=[CH:9][N:10]=[C:2]([CH3:1])[CH:3]=3)=[CH:22][CH:23]=2)[NH:27][C:26]1=[O:30]. (8) The product is: [Br:28][C:29]1[C:46]([O:47][CH3:48])=[N:45][C:32]2[CH2:33][CH2:34][NH:35][CH2:36][CH:37]([CH3:38])[C:31]=2[CH:30]=1. Given the reactants BrBr.COC1C=CC2C(C)CN(C(=O)C(F)(F)F)CCC=2N=1.C([O-])(O)=O.[Na+].[Br:28][C:29]1[C:46]([O:47][CH3:48])=[N:45][C:32]2[CH2:33][CH2:34][N:35](C(=O)C(F)(F)F)[CH2:36][CH:37]([CH3:38])[C:31]=2[CH:30]=1.C([O-])([O-])=O.[K+].[K+], predict the reaction product. (9) Given the reactants [N:1]1[CH:6]=[CH:5][C:4]([NH2:7])=[CH:3][N:2]=1.C(N(C(C)C)CC)(C)C.CN(C(ON1N=NC2C=CC=NC1=2)=[N+](C)C)C.F[P-](F)(F)(F)(F)F.[Br:41][C:42]1[C:43]([CH3:59])=[CH:44][C:45]([O:51][CH2:52][C:53]2[CH:58]=[CH:57][CH:56]=[CH:55][CH:54]=2)=[C:46]([CH:50]=1)[C:47](O)=[O:48], predict the reaction product. The product is: [Br:41][C:42]1[C:43]([CH3:59])=[CH:44][C:45]([O:51][CH2:52][C:53]2[CH:58]=[CH:57][CH:56]=[CH:55][CH:54]=2)=[C:46]([CH:50]=1)[C:47]([NH:7][C:4]1[CH:5]=[CH:6][N:1]=[N:2][CH:3]=1)=[O:48]. (10) Given the reactants [CH:1]([N:4]([C:8]1[CH:13]=[CH:12][C:11]2[O:14][CH2:15][O:16][C:10]=2[CH:9]=1)[C:5]([NH2:7])=[O:6])([CH3:3])[CH3:2].[CH:17]1[C:22]([CH:23]=O)=[CH:21][C:20]2[O:25][CH2:26][O:27][C:19]=2[CH:18]=1, predict the reaction product. The product is: [CH:1]([N:4]1[C:8]2[C:13](=[CH:12][C:11]3[O:14][CH2:15][O:16][C:10]=3[CH:9]=2)[CH:23]([C:22]2[CH:17]=[CH:18][C:19]3[O:27][CH2:26][O:25][C:20]=3[CH:21]=2)[NH:7][C:5]1=[O:6])([CH3:3])[CH3:2].